The task is: Regression. Given two drug SMILES strings and cell line genomic features, predict the synergy score measuring deviation from expected non-interaction effect.. This data is from NCI-60 drug combinations with 297,098 pairs across 59 cell lines. (1) Drug 1: CC1=C(C=C(C=C1)NC(=O)C2=CC=C(C=C2)CN3CCN(CC3)C)NC4=NC=CC(=N4)C5=CN=CC=C5. Drug 2: COC1=NC(=NC2=C1N=CN2C3C(C(C(O3)CO)O)O)N. Cell line: SW-620. Synergy scores: CSS=-7.54, Synergy_ZIP=3.04, Synergy_Bliss=-0.484, Synergy_Loewe=-7.07, Synergy_HSA=-6.83. (2) Drug 1: CCC(=C(C1=CC=CC=C1)C2=CC=C(C=C2)OCCN(C)C)C3=CC=CC=C3.C(C(=O)O)C(CC(=O)O)(C(=O)O)O. Cell line: MDA-MB-231. Synergy scores: CSS=20.2, Synergy_ZIP=-0.926, Synergy_Bliss=0.830, Synergy_Loewe=-56.0, Synergy_HSA=-2.51. Drug 2: C1=NC2=C(N=C(N=C2N1C3C(C(C(O3)CO)O)F)Cl)N. (3) Drug 1: CC12CCC(CC1=CCC3C2CCC4(C3CC=C4C5=CN=CC=C5)C)O. Drug 2: CN(CC1=CN=C2C(=N1)C(=NC(=N2)N)N)C3=CC=C(C=C3)C(=O)NC(CCC(=O)O)C(=O)O. Cell line: LOX IMVI. Synergy scores: CSS=35.4, Synergy_ZIP=-0.359, Synergy_Bliss=-5.33, Synergy_Loewe=-4.94, Synergy_HSA=-2.02. (4) Drug 1: CS(=O)(=O)C1=CC(=C(C=C1)C(=O)NC2=CC(=C(C=C2)Cl)C3=CC=CC=N3)Cl. Drug 2: CC1CCC2CC(C(=CC=CC=CC(CC(C(=O)C(C(C(=CC(C(=O)CC(OC(=O)C3CCCCN3C(=O)C(=O)C1(O2)O)C(C)CC4CCC(C(C4)OC)OCCO)C)C)O)OC)C)C)C)OC. Cell line: CCRF-CEM. Synergy scores: CSS=35.1, Synergy_ZIP=6.10, Synergy_Bliss=8.11, Synergy_Loewe=-5.53, Synergy_HSA=8.79. (5) Drug 1: CN1CCC(CC1)COC2=C(C=C3C(=C2)N=CN=C3NC4=C(C=C(C=C4)Br)F)OC. Drug 2: CC1CCCC2(C(O2)CC(NC(=O)CC(C(C(=O)C(C1O)C)(C)C)O)C(=CC3=CSC(=N3)C)C)C. Cell line: UACC-257. Synergy scores: CSS=2.48, Synergy_ZIP=-1.17, Synergy_Bliss=0.321, Synergy_Loewe=-1.84, Synergy_HSA=-1.00. (6) Drug 1: CC(C)NC(=O)C1=CC=C(C=C1)CNNC.Cl. Drug 2: C1CCC(C(C1)N)N.C(=O)(C(=O)[O-])[O-].[Pt+4]. Cell line: RXF 393. Synergy scores: CSS=13.7, Synergy_ZIP=-8.45, Synergy_Bliss=-5.55, Synergy_Loewe=0.585, Synergy_HSA=0.578. (7) Drug 1: CCC1(CC2CC(C3=C(CCN(C2)C1)C4=CC=CC=C4N3)(C5=C(C=C6C(=C5)C78CCN9C7C(C=CC9)(C(C(C8N6C)(C(=O)OC)O)OC(=O)C)CC)OC)C(=O)OC)O.OS(=O)(=O)O. Drug 2: COC1=C2C(=CC3=C1OC=C3)C=CC(=O)O2. Cell line: ACHN. Synergy scores: CSS=-3.91, Synergy_ZIP=-1.40, Synergy_Bliss=-4.78, Synergy_Loewe=-18.9, Synergy_HSA=-3.72. (8) Drug 1: CN1CCC(CC1)COC2=C(C=C3C(=C2)N=CN=C3NC4=C(C=C(C=C4)Br)F)OC. Drug 2: C1CN1P(=S)(N2CC2)N3CC3. Cell line: K-562. Synergy scores: CSS=22.9, Synergy_ZIP=-4.18, Synergy_Bliss=-13.1, Synergy_Loewe=-27.8, Synergy_HSA=-12.1.